From a dataset of Experimentally validated miRNA-target interactions with 360,000+ pairs, plus equal number of negative samples. Binary Classification. Given a miRNA mature sequence and a target amino acid sequence, predict their likelihood of interaction. (1) The miRNA is hsa-miR-2114-3p with sequence CGAGCCUCAAGCAAGGGACUU. The protein sequence of the target gene is MVINLCLPQFRPRIHCNKISADGYEVENLISEDLTKRSHGFRTEYFIKPPVYVTVSFPFNVEICRINIDLTAGGGQNVTGLEMYTSASSSRVSWNTPQCRTLGPAEPSVPDKEAFTLVGKVLLKNQSQVVFSHRGFKARPPFGAMEATLPSPAVVAQELWNKGALSLSHVAHLRICITHVTGGGIPCIKRLEVWGQPAKTCSQEVIDSILLVTSENLPQDVALQAPALPMESDCDPGDQPESQQAPSSLQKLAEIIQDVPEEFLDPITLEIMPCPMLLPSGKVIDQSTLEKCNRSEATWG.... Result: 1 (interaction). (2) The miRNA is hsa-miR-1207-3p with sequence UCAGCUGGCCCUCAUUUC. The protein sequence of the target gene is MLRTAGRDGLCRLSTYLEELEAVELKKFKLYLGTATELGEGKIPWGSMEKAGPLEMAQLLITHFGPEEAWRLALSTFERINRKDLWERGQREDLVRDTPPGGPSSLGNQSTCLLEVSLVTPRKDPQETYRDYVRRKFRLMEDRNARLGECVNLSHRYTRLLLVKEHSNPMQVQQQLLDTGRGHARTVGHQASPIKIETLFEPDEERPEPPRTVVMQGAAGIGKSMLAHKVMLDWADGKLFQGRFDYLFYINCREMNQSATECSMQDLIFSCWPEPSAPLQELIRVPERLLFIIDGFDELK.... Result: 1 (interaction). (3) The miRNA is hsa-miR-3117-5p with sequence AGACACUAUACGAGUCAUAU. Result: 1 (interaction). The protein sequence of the target gene is MGLYGQACPSVTSLRMTSELESSLTSMDWLPQLTMRAAIQKSDATQNAHGTGISKKNALLDPNTTLDQEEVQQHKDGKPPYSYASLITFAINSSPKKKMTLSEIYQWICDNFPYYREAGSGWKNSIRHNLSLNKCFLKVPRSKDDPGKGSYWAIDTNPKEDVLPTRPKKRARSVERASTPYSIDSDSLGMECIISGSASPTLAINTVTNKVTLYNTDQDGSDSPRSSLNNSLSDQSLASVNLNSVGSVHSYTPVTSHPESVSQSLTPQQQPQYNLPERDKQLLFSEYNFEDLSASFRSLY.... (4) The miRNA is hsa-miR-218-5p with sequence UUGUGCUUGAUCUAACCAUGU. The protein sequence of the target gene is MDLAQPSQPVDELELSVLERQPEENTPLNGADKVFPSLDEEVPPAEANKESPWSSCNKNVVGRCKLWMIITSIFLGVITVIIIGLCLAAVTYVDEDENEILELSSNKTFFIMLKIPEECVAEEELPHLLTERLTDVYSTSPSLGRYFTSVEIVDFSGENATVTYDLQFGVPSDDENFMKYMMSEELVLGILLQDFRDQNIPGCESLGLDPTSLLLYE. Result: 1 (interaction). (5) The miRNA is hsa-miR-6877-3p with sequence CAGCCUCUGCCCUUGGCCUCC. The protein sequence of the target gene is MSSHLVEPPPPLHNNNNNCEENEQSLPPPAGLNSSWVELPMNSSNGNDNGNGKNGGLEHVPSSSSIHNGDMEKILLDAQHESGQSSSRGSSHCDSPSPQEDGQIMFDVEMHTSRDHSSQSEEEVVEGEKEVEALKKSADWVSDWSSRPENIPPKEFHFRHPKRSVSLSMRKSGAMKKGGIFSAEFLKVFIPSLFLSHVLALGLGIYIGKRLSTPSASTY. Result: 1 (interaction). (6) Result: 0 (no interaction). The protein sequence of the target gene is MKIFQRKMRYWLLPPFLAIVYFCTIVQGQVAPPTRLRYNVISHDSIQISWKAPRGKFGGYKLLVTPTSGGKTNQLNLQNTATKAIIQGLMPDQNYTVQIIAYNKDKESKPAQGQFRIKDLEKRKDPKPRVKVVDRGNGSRPSSPEEVKFVCQTPAIADIVILVDGSWSIGRFNFRLVRHFLENLVTAFDVGSEKTRIGLAQYSGDPRIEWHLNAFSTKDEVIEAVRNLPYKGGNTLTGLALNYIFENSFKPEAGSRTGVSKIGILITDGKSQDDIIPPSRNLRESGVELFAIGVKNADVN.... The miRNA is mmu-miR-7020-3p with sequence AACCCCUCUCUUCUCUCCCAG. (7) The protein sequence of the target gene is MRETLEALNSLGFSVGQPEMAPQSEPRDGFSNAQEKMSSRGESTLHSCSGHETPGQKEGIHTEQAEAPCMGSQASTPQKAEPAGSVPGEEWMIRKVKVEDEDQEAEEEVEWPQHLSFLPSPFPTPDLGQLAVTYKLEPGTPGALGGIALSGWAPIPEKPYGCEECERRFRDQLTLRLHQRLHRGEGPCACPDCGRSFTQRAHMLLHQRSHRGERPFPCSECDKRFSKKAHLTRHLRTHTGERPYPCAECGKRFSQKIHLGSHQKTHTGERPFPCTECEKRFRKKTHLIRHQRIHTGERPY.... The miRNA is hsa-miR-591 with sequence AGACCAUGGGUUCUCAUUGU. Result: 0 (no interaction).